This data is from Forward reaction prediction with 1.9M reactions from USPTO patents (1976-2016). The task is: Predict the product of the given reaction. (1) Given the reactants C(OC(=O)[NH:7][CH2:8][C:9]1([CH3:43])[CH2:13][CH2:12][N:11]([C:14]2[CH:19]=[CH:18][CH:17]=[C:16]([C:20]3[N:21]=[C:22]4[C:28]([C:29](=[O:34])[C:30]([CH3:33])([CH3:32])[CH3:31])=[CH:27][N:26](COCC[Si](C)(C)C)[C:23]4=[N:24][CH:25]=3)[CH:15]=2)[CH2:10]1)(C)(C)C.C(Cl)(=O)C, predict the reaction product. The product is: [NH2:7][CH2:8][C:9]1([CH3:43])[CH2:13][CH2:12][N:11]([C:14]2[CH:15]=[C:16]([C:20]3[N:21]=[C:22]4[C:28]([C:29](=[O:34])[C:30]([CH3:32])([CH3:31])[CH3:33])=[CH:27][NH:26][C:23]4=[N:24][CH:25]=3)[CH:17]=[CH:18][CH:19]=2)[CH2:10]1. (2) Given the reactants Br[C:2]1[CH:7]=[CH:6][C:5]([F:8])=[CH:4][N:3]=1.C([O-])([O-])=O.[Na+].[Na+].[OH:15][C:16]1[CH:21]=[CH:20][C:19](B(O)O)=[CH:18][CH:17]=1, predict the reaction product. The product is: [F:8][C:5]1[CH:6]=[CH:7][C:2]([C:19]2[CH:20]=[CH:21][C:16]([OH:15])=[CH:17][CH:18]=2)=[N:3][CH:4]=1.